Predict the reactants needed to synthesize the given product. From a dataset of Full USPTO retrosynthesis dataset with 1.9M reactions from patents (1976-2016). Given the product [CH3:18][CH2:17][C:12]([N+:9]([O-:11])=[O:10])([CH2:15][OH:16])[CH2:13][OH:14].[CH2:5]([CH2:6][CH2:7][NH2:8])[CH2:4][CH2:3][CH2:2][NH2:1], predict the reactants needed to synthesize it. The reactants are: [NH2:1][CH2:2][CH2:3][CH2:4][CH2:5][CH2:6][CH2:7][NH2:8].[N+:9]([C:12]([CH2:17][CH3:18])([CH2:15][OH:16])[CH2:13][OH:14])([O-:11])=[O:10].C(C([N+]([O-])=O)(CC)CO)C.